This data is from Forward reaction prediction with 1.9M reactions from USPTO patents (1976-2016). The task is: Predict the product of the given reaction. (1) Given the reactants C(OC([NH:8][CH:9]([CH2:15][CH3:16])[CH:10]([OH:14])[C:11]([OH:13])=O)=O)(C)(C)C.C(Cl)CCl.C1C=CC2N(O)N=NC=2C=1.[CH2:31]([NH2:38])[C:32]1[CH:37]=[CH:36][CH:35]=[CH:34][CH:33]=1.CN1CCOCC1, predict the reaction product. The product is: [CH2:31]([NH:38][C:11](=[O:13])[CH:10]([OH:14])[C@@H:9]([NH2:8])[CH2:15][CH3:16])[C:32]1[CH:37]=[CH:36][CH:35]=[CH:34][CH:33]=1. (2) The product is: [CH2:1]([N:3]1[C:11]2[CH:10]=[C:9]([N:12]([C:13]3[CH:18]=[CH:17][CH:16]=[CH:15][C:14]=3[CH2:19][CH3:20])[CH3:24])[N:8]=[CH:7][C:6]=2[N:5]=[CH:4]1)[CH3:2]. Given the reactants [CH2:1]([N:3]1[C:11]2[CH:10]=[C:9]([NH:12][C:13]3[CH:18]=[CH:17][CH:16]=[CH:15][C:14]=3[CH2:19][CH3:20])[N:8]=[CH:7][C:6]=2[N:5]=[CH:4]1)[CH3:2].[H-].[Na+].I[CH3:24], predict the reaction product. (3) Given the reactants [N+:1]([C:4]1[CH:5]=[CH:6][C:7]([O:12][C:13]2([S:16][C:17]3[CH:22]=[CH:21][CH:20]=[CH:19][CH:18]=3)[CH2:15][CH2:14]2)=[C:8]([CH2:10][OH:11])[CH:9]=1)([O-])=O.C(O)(=O)C, predict the reaction product. The product is: [NH2:1][C:4]1[CH:5]=[CH:6][C:7]([O:12][C:13]2([S:16][C:17]3[CH:18]=[CH:19][CH:20]=[CH:21][CH:22]=3)[CH2:14][CH2:15]2)=[C:8]([CH2:10][OH:11])[CH:9]=1.